This data is from Full USPTO retrosynthesis dataset with 1.9M reactions from patents (1976-2016). The task is: Predict the reactants needed to synthesize the given product. (1) Given the product [CH3:34][O:33][C:31](=[O:32])[NH:2][CH2:3][C@@H:4]1[O:8][C:7](=[O:9])[N:6]([C:10]2[CH:19]=[CH:18][C:13]3[C:14]([CH3:17])=[N:15][O:16][C:12]=3[CH:11]=2)[CH2:5]1, predict the reactants needed to synthesize it. The reactants are: Cl.[NH2:2][CH2:3][C@@H:4]1[O:8][C:7](=[O:9])[N:6]([C:10]2[CH:19]=[CH:18][C:13]3[C:14]([CH3:17])=[N:15][O:16][C:12]=3[CH:11]=2)[CH2:5]1.C1COCC1.C([O-])(O)=O.[Na+].Cl[C:31]([O:33][CH3:34])=[O:32]. (2) Given the product [C:14]1([C:6]2[CH:5]=[C:4]3[C:9]([CH2:10][C:11](=[O:12])[NH:1]3)=[CH:8][CH:7]=2)[CH:19]=[CH:18][CH:17]=[CH:16][CH:15]=1, predict the reactants needed to synthesize it. The reactants are: [N+:1]([C:4]1[CH:5]=[C:6]([C:14]2[CH:19]=[CH:18][CH:17]=[CH:16][CH:15]=2)[CH:7]=[CH:8][C:9]=1[CH2:10][C:11](O)=[O:12])([O-])=O. (3) Given the product [Cl:1][C:2]1[CH:3]=[C:4]([S:9]([NH:12][C:13]2[CH:14]=[C:15]3[C:20](=[CH:21][CH:22]=2)[C:19]([C:23]([Cl:28])=[O:25])=[CH:18][CH:17]=[CH:16]3)(=[O:10])=[O:11])[CH:5]=[C:6]([Cl:8])[CH:7]=1, predict the reactants needed to synthesize it. The reactants are: [Cl:1][C:2]1[CH:3]=[C:4]([S:9]([NH:12][C:13]2[CH:14]=[C:15]3[C:20](=[CH:21][CH:22]=2)[C:19]([C:23]([OH:25])=O)=[CH:18][CH:17]=[CH:16]3)(=[O:11])=[O:10])[CH:5]=[C:6]([Cl:8])[CH:7]=1.S(Cl)([Cl:28])=O. (4) Given the product [NH2:23][C:5]1[C:6]([NH:8][CH2:9][C:10]2[CH:15]=[CH:14][C:13]([C:16]3[CH:21]=[CH:20][CH:19]=[CH:18][CH:17]=3)=[CH:12][C:11]=2[Cl:22])=[N:7][C:2]([Br:1])=[CH:3][CH:4]=1, predict the reactants needed to synthesize it. The reactants are: [Br:1][C:2]1[N:7]=[C:6]([NH:8][CH2:9][C:10]2[CH:15]=[CH:14][C:13]([C:16]3[CH:21]=[CH:20][CH:19]=[CH:18][CH:17]=3)=[CH:12][C:11]=2[Cl:22])[C:5]([N+:23]([O-])=O)=[CH:4][CH:3]=1. (5) Given the product [Cl:17][C:18]1[CH:32]=[CH:31][C:21]([C:22]2[CH:27]=[C:26]([CH2:28][CH3:29])[C:25]([CH:6]3[C:5](=[O:8])[CH:35]4[CH2:36][CH:10]([CH2:39][CH2:34]4)[C:9]3=[O:12])=[CH:24][CH:23]=2)=[CH:20][CH:19]=1, predict the reactants needed to synthesize it. The reactants are: C(Cl)(Cl)Cl.[C:5]([O-:8])(=O)[CH3:6].[C:9]([O-:12])(=O)[CH3:10].C([O-])(=O)C.[Cl:17][C:18]1[CH:32]=[CH:31][C:21]([C:22]2[CH:27]=[C:26]([CH2:28][CH3:29])[C:25]([Pb+3])=[CH:24][CH:23]=2)=[CH:20][CH:19]=1.Cl.[C:34]1(C)[CH:39]=CC=[CH:36][CH:35]=1. (6) Given the product [CH3:7][Si:10]([C:15]1[CH:16]=[CH:17][CH:18]=[CH:19][CH:20]=1)([CH:11]=[CH2:12])[CH:13]=[CH2:14], predict the reactants needed to synthesize it. The reactants are: C([Mg]Cl)=C.CO[CH:7]([Si:10]([C:15]1[CH:20]=[CH:19][CH:18]=[CH:17][CH:16]=1)([CH:13]=[CH2:14])[CH:11]=[CH2:12])OC.O. (7) Given the product [N:1]1[C:10]2[C:5](=[CH:6][C:7]([O:11][CH2:12][CH2:13][O:14][C:15]3[CH:30]=[CH:29][C:18]([CH2:19][CH:20]([C:25]([O:27][CH3:28])=[O:26])[C:21]([O:23][CH3:24])=[O:22])=[CH:17][CH:16]=3)=[CH:8][CH:9]=2)[CH:4]=[CH:3][CH:2]=1, predict the reactants needed to synthesize it. The reactants are: [N:1]1[C:10]2[C:5](=[CH:6][C:7]([O:11][CH2:12][CH2:13][O:14][C:15]3[CH:30]=[CH:29][C:18]([CH:19]=[C:20]([C:25]([O:27][CH3:28])=[O:26])[C:21]([O:23][CH3:24])=[O:22])=[CH:17][CH:16]=3)=[CH:8][CH:9]=2)[CH:4]=[CH:3][CH:2]=1.[H][H].